From a dataset of Full USPTO retrosynthesis dataset with 1.9M reactions from patents (1976-2016). Predict the reactants needed to synthesize the given product. (1) Given the product [F:1][C:2]1[CH:7]=[CH:6][CH:5]=[CH:4][C:3]=1[C:8]1[CH:20]=[CH:19][C:11]([C:12]([OH:14])=[O:13])=[CH:10][N:9]=1, predict the reactants needed to synthesize it. The reactants are: [F:1][C:2]1[CH:7]=[CH:6][CH:5]=[CH:4][C:3]=1[C:8]1[CH:20]=[CH:19][C:11]([C:12]([O:14]C(C)(C)C)=[O:13])=[CH:10][N:9]=1.C(O)(C(F)(F)F)=O.C1(C)C=CC=CC=1. (2) Given the product [Cl:1][C:2]1[CH:7]=[C:6]([C:15]#[C:14][Si:11]([CH3:13])([CH3:12])[CH3:10])[CH:5]=[C:4]([Cl:9])[CH:3]=1, predict the reactants needed to synthesize it. The reactants are: [Cl:1][C:2]1[CH:7]=[C:6](I)[CH:5]=[C:4]([Cl:9])[CH:3]=1.[CH3:10][Si:11]([C:14]#[CH:15])([CH3:13])[CH3:12]. (3) Given the product [C:31]([C:23]1[C:24]([NH:26][CH2:27][CH2:28][O:29][CH3:30])=[CH:25][C:20]([NH:19][C:17]([N:8]2[C:9]3[C:4](=[CH:3][C:2]([C:37]4[CH:36]=[N:35][N:34]([CH3:33])[CH:38]=4)=[C:11]([CH:12]([O:15][CH3:16])[O:13][CH3:14])[N:10]=3)[CH2:5][CH2:6][CH2:7]2)=[O:18])=[N:21][CH:22]=1)#[N:32], predict the reactants needed to synthesize it. The reactants are: Br[C:2]1[CH:3]=[C:4]2[C:9](=[N:10][C:11]=1[CH:12]([O:15][CH3:16])[O:13][CH3:14])[N:8]([C:17]([NH:19][C:20]1[CH:25]=[C:24]([NH:26][CH2:27][CH2:28][O:29][CH3:30])[C:23]([C:31]#[N:32])=[CH:22][N:21]=1)=[O:18])[CH2:7][CH2:6][CH2:5]2.[CH3:33][N:34]1[CH:38]=[CH:37][C:36](B2OC(C)(C)C(C)(C)O2)=[N:35]1.C([O-])([O-])=O.[Na+].[Na+]. (4) Given the product [CH2:12]([O:19][N:20]=[C:21]([S:8][C:2]1[CH:7]=[CH:6][CH:5]=[CH:4][CH:3]=1)[CH:22]=[CH:23][S:24][C:25]1[CH:30]=[CH:29][CH:28]=[CH:27][CH:26]=1)[C:13]1[CH:18]=[CH:17][CH:16]=[CH:15][CH:14]=1, predict the reactants needed to synthesize it. The reactants are: [Na].[C:2]1([SH:8])[CH:7]=[CH:6][CH:5]=[CH:4][CH:3]=1.C(O)C.[CH2:12]([O:19][N:20]=[C:21](Br)[CH:22]=[CH:23][S:24][C:25]1[CH:30]=[CH:29][CH:28]=[CH:27][CH:26]=1)[C:13]1[CH:18]=[CH:17][CH:16]=[CH:15][CH:14]=1. (5) Given the product [N+:1]([C:4]1[C:5]2[C:9]([CH:10]=[CH:11][CH:12]=1)=[N:8][N:7]([CH2:21][CH2:22][N:23]1[CH2:27][CH2:26][CH2:25][CH2:24]1)[CH:6]=2)([O-:3])=[O:2], predict the reactants needed to synthesize it. The reactants are: [N+:1]([C:4]1[CH:12]=[CH:11][CH:10]=[C:9]2[C:5]=1[CH:6]=[N:7][NH:8]2)([O-:3])=[O:2].C(=O)([O-])[O-].[K+].[K+].Cl.Cl[CH2:21][CH2:22][N:23]1[CH2:27][CH2:26][CH2:25][CH2:24]1. (6) Given the product [NH:1]1[C:9]2[C:4](=[CH:5][C:6]([C:10]3[O:14][N:13]=[C:12]([C:15]([NH:50][C@H:48]([C:42]4[CH:47]=[CH:46][CH:45]=[CH:44][CH:43]=4)[CH3:49])=[O:17])[CH:11]=3)=[CH:7][CH:8]=2)[CH:3]=[N:2]1, predict the reactants needed to synthesize it. The reactants are: [NH:1]1[C:9]2[C:4](=[CH:5][C:6]([C:10]3[O:14][N:13]=[C:12]([C:15]([OH:17])=O)[CH:11]=3)=[CH:7][CH:8]=2)[CH:3]=[N:2]1.CN(C(ON1N=NC2C=CC=NC1=2)=[N+](C)C)C.F[P-](F)(F)(F)(F)F.[C:42]1([C@@H:48]([NH2:50])[CH3:49])[CH:47]=[CH:46][CH:45]=[CH:44][CH:43]=1.C(N(C(C)C)CC)(C)C. (7) Given the product [O:1]([C:8]1[CH:9]=[C:10]([CH:28]=[CH:29][CH:30]=1)[CH2:11][N:12]1[CH2:17][CH2:16][CH:15]([N:18]2[C:22]3[CH:23]=[CH:24][CH:25]=[CH:26][C:21]=3[NH:20][C:19]2=[S:40])[CH2:14][CH2:13]1)[C:2]1[CH:7]=[CH:6][CH:5]=[CH:4][CH:3]=1, predict the reactants needed to synthesize it. The reactants are: [O:1]([C:8]1[CH:9]=[C:10]([CH:28]=[CH:29][CH:30]=1)[CH2:11][N:12]1[CH2:17][CH2:16][CH:15]([N:18]2[C:22]3[CH:23]=[CH:24][CH:25]=[CH:26][C:21]=3[NH:20][C:19]2=O)[CH2:14][CH2:13]1)[C:2]1[CH:7]=[CH:6][CH:5]=[CH:4][CH:3]=1.COC1C=CC(P2(SP(C3C=CC(OC)=CC=3)(=S)S2)=[S:40])=CC=1.